This data is from Reaction yield outcomes from USPTO patents with 853,638 reactions. The task is: Predict the reaction yield, written as a fraction of the theoretical maximum amount of product (1.0 means a 100% yield; for example, 0.34 means a 34% yield). (1) The reactants are I[CH2:2][CH3:3].[H-].[Na+].[NH2:6][C:7]1[C:15]2[C:10](=[CH:11][CH:12]=[CH:13][C:14]=2[F:16])[C:9]([C:24]2[CH:25]=[C:26]([CH:31]([F:33])[F:32])[C:27](=[O:30])[NH:28][CH:29]=2)([C:17]2[CH:22]=[CH:21][CH:20]=[C:19]([Br:23])[CH:18]=2)[N:8]=1.C(=O)([O-])[O-].[K+].[K+]. The catalyst is CN(C=O)C.COCCOC. The product is [NH2:6][C:7]1[C:15]2[C:10](=[CH:11][CH:12]=[CH:13][C:14]=2[F:16])[C:9]([C:24]2[CH:25]=[C:26]([CH:31]([F:32])[F:33])[C:27](=[O:30])[N:28]([CH2:2][CH3:3])[CH:29]=2)([C:17]2[CH:22]=[CH:21][CH:20]=[C:19]([Br:23])[CH:18]=2)[N:8]=1. The yield is 0.480. (2) The reactants are C(O)(C(F)(F)F)=O.[Cl:8][C:9]1[CH:14]=[CH:13][CH:12]=[C:11]([Cl:15])[C:10]=1[N:16]1[CH:46]=[C:45]([C:47]#[C:48][CH2:49][O:50]C2CCCCO2)[C:19]2[N:20]=[C:21]([NH:24][C:25]3[CH:30]=[CH:29][C:28]([N:31]4[CH2:36][CH2:35][N:34](C(OC(C)(C)C)=O)[CH2:33][CH2:32]4)=[C:27]([CH3:44])[CH:26]=3)[N:22]=[CH:23][C:18]=2[C:17]1=[O:57]. The catalyst is C(Cl)Cl. The product is [Cl:15][C:11]1[CH:12]=[CH:13][CH:14]=[C:9]([Cl:8])[C:10]=1[N:16]1[CH:46]=[C:45]([C:47]#[C:48][CH2:49][OH:50])[C:19]2[N:20]=[C:21]([NH:24][C:25]3[CH:30]=[CH:29][C:28]([N:31]4[CH2:32][CH2:33][NH:34][CH2:35][CH2:36]4)=[C:27]([CH3:44])[CH:26]=3)[N:22]=[CH:23][C:18]=2[C:17]1=[O:57]. The yield is 0.560. (3) The product is [F:33][C:30]([F:31])([F:32])[CH2:29][C:27]1[S:26][C:17]2=[N:18][CH:19]=[C:20]([CH2:21][OH:22])[C:15]([NH:14][CH:11]3[CH2:12][CH2:13][N:8]([C:6]([O:5][C:1]([CH3:2])([CH3:3])[CH3:4])=[O:7])[CH2:9][CH2:10]3)=[C:16]2[CH:28]=1. The reactants are [C:1]([O:5][C:6]([N:8]1[CH2:13][CH2:12][CH:11]([NH:14][C:15]2[C:20]([C:21](OCC)=[O:22])=[CH:19][N:18]=[C:17]3[S:26][C:27]([CH2:29][C:30]([F:33])([F:32])[F:31])=[CH:28][C:16]=23)[CH2:10][CH2:9]1)=[O:7])([CH3:4])([CH3:3])[CH3:2].FC(F)(F)C(O)=O.C(C1C=C2C(=CC=1)NC(C#N)=C2)=O.C(O[BH-](OC(=O)C)OC(=O)C)(=O)C.[Na+]. The yield is 0.0250. The catalyst is C(Cl)Cl.CCOC(C)=O. (4) The reactants are [N:1]1([CH:6]2[CH2:11][CH2:10][N:9]([C:12]3[CH:17]=[CH:16][C:15]([N:18]4[CH2:22][C@H:21]([CH2:23][NH:24][C:25](=O)[CH3:26])[O:20][C:19]4=[O:28])=[CH:14][C:13]=3[F:29])[CH2:8][CH2:7]2)[CH:5]=[CH:4][N:3]=[N:2]1.COC1C=CC(P2(SP(C3C=CC(OC)=CC=3)(=S)S2)=[S:39])=CC=1. The catalyst is C1COCC1. The product is [N:1]1([CH:6]2[CH2:11][CH2:10][N:9]([C:12]3[CH:17]=[CH:16][C:15]([N:18]4[CH2:22][C@H:21]([CH2:23][NH:24][C:25](=[S:39])[CH3:26])[O:20][C:19]4=[O:28])=[CH:14][C:13]=3[F:29])[CH2:8][CH2:7]2)[CH:5]=[CH:4][N:3]=[N:2]1. The yield is 0.700. (5) The reactants are C[O:2][CH:3](O)[C:4]1[CH:9]=[C:8]([N+:10]([O-:12])=[O:11])[CH:7]=[CH:6][C:5]=1[O:13][CH3:14].OCC1C=C([N+]([O-])=O)C=CC=1O. No catalyst specified. The product is [CH3:14][O:13][C:5]1[CH:6]=[CH:7][C:8]([N+:10]([O-:12])=[O:11])=[CH:9][C:4]=1[CH2:3][OH:2]. The yield is 0.760. (6) The reactants are [NH2:1][C:2]1[C:11]2[C:6](=[C:7](Br)[CH:8]=[CH:9][CH:10]=2)[N:5]=[N:4][C:3]=1[C:13]([NH:15][CH2:16][CH2:17][CH3:18])=[O:14].[CH3:19][O:20][C:21]1[CH:26]=[CH:25][C:24](B(O)O)=[C:23]([C:30]([F:33])([F:32])[F:31])[CH:22]=1. No catalyst specified. The product is [NH2:1][C:2]1[C:11]2[C:6](=[C:7]([C:24]3[CH:25]=[CH:26][C:21]([O:20][CH3:19])=[CH:22][C:23]=3[C:30]([F:31])([F:32])[F:33])[CH:8]=[CH:9][CH:10]=2)[N:5]=[N:4][C:3]=1[C:13]([NH:15][CH2:16][CH2:17][CH3:18])=[O:14]. The yield is 0.820.